This data is from Catalyst prediction with 721,799 reactions and 888 catalyst types from USPTO. The task is: Predict which catalyst facilitates the given reaction. (1) Product: [OH:3][CH2:4][C@H:5]1[C@@H:6]([OH:7])[C@H:8]([OH:13])[C@H:9]([OH:12])[CH2:10][O:11]1. Reactant: CC1(C)[O:7][C@H:6]2[C@H:8]([OH:13])[C@H:9]([OH:12])[CH2:10][O:11][C@H:5]2[CH2:4][O:3]1.Cl. The catalyst class is: 5. (2) Product: [C:4]([C:3]1[CH:7]=[CH:8][C:9]([Cl:11])=[CH:10][C:2]=1[NH:1][C:22](=[O:28])[C:23]([O:25][CH2:26][CH3:27])=[O:24])(=[O:5])[NH2:6]. Reactant: [NH2:1][C:2]1[CH:10]=[C:9]([Cl:11])[CH:8]=[CH:7][C:3]=1[C:4]([NH2:6])=[O:5].CCN(C(C)C)C(C)C.Cl[C:22](=[O:28])[C:23]([O:25][CH2:26][CH3:27])=[O:24]. The catalyst class is: 1. (3) Reactant: [C:1]([O:5][C:6](=[O:23])[N:7]([CH2:13][C:14]1[CH:22]=[CH:21][C:17]2[O:18][CH2:19][O:20][C:16]=2[CH:15]=1)[CH2:8][CH2:9][CH2:10][NH:11][CH3:12])([CH3:4])([CH3:3])[CH3:2].[Cl:24][C:25]1[N:29]=[C:28](Cl)[S:27][N:26]=1.CS(C)=O. Product: [C:1]([O:5][C:6](=[O:23])[N:7]([CH2:13][C:14]1[CH:22]=[CH:21][C:17]2[O:18][CH2:19][O:20][C:16]=2[CH:15]=1)[CH2:8][CH2:9][CH2:10][N:11]([C:28]1[S:27][N:26]=[C:25]([Cl:24])[N:29]=1)[CH3:12])([CH3:4])([CH3:2])[CH3:3]. The catalyst class is: 6.